This data is from Full USPTO retrosynthesis dataset with 1.9M reactions from patents (1976-2016). The task is: Predict the reactants needed to synthesize the given product. (1) Given the product [Cl:21][C:14]1[CH:15]=[N+:16]([O-:20])[CH:17]=[C:18]([Cl:19])[C:13]=1[CH2:12][C@H:11]([O:10][C:8]([C:6]1[S:7][C:3]([CH2:66][NH:34][C:35]([CH2:61][OH:62])([C:47]2[CH:52]=[CH:51][CH:50]=[CH:49][CH:48]=2)[C:36](=[O:37])[O:38][C@@H:39]2[CH:44]3[CH2:43][CH2:42][N:41]([CH2:46][CH2:45]3)[CH2:40]2)=[CH:4][CH:5]=1)=[O:9])[C:22]1[CH:27]=[CH:26][C:25]([O:28][CH3:29])=[C:24]([O:30][CH3:31])[CH:23]=1, predict the reactants needed to synthesize it. The reactants are: C([C:3]1[S:7][C:6]([C:8]([O:10][C@H:11]([C:22]2[CH:27]=[CH:26][C:25]([O:28][CH3:29])=[C:24]([O:30][CH3:31])[CH:23]=2)[CH2:12][C:13]2[C:18]([Cl:19])=[CH:17][N+:16]([O-:20])=[CH:15][C:14]=2[Cl:21])=[O:9])=[CH:5][CH:4]=1)=O.Cl.Cl.[NH2:34][CH:35]([C:47]1[CH:52]=[CH:51][CH:50]=[CH:49][CH:48]=1)[C:36]([O:38][C@@H:39]1[CH:44]2[CH2:45][CH2:46][N:41]([CH2:42][CH2:43]2)[CH2:40]1)=[O:37].CCN(CC)CC.C[C:61](O)=[O:62].C=O.[CH2:66]1CCN2C(=NCCC2)CC1.C(O[BH-](OC(=O)C)OC(=O)C)(=O)C.[Na+]. (2) Given the product [Cl:37][C:38]1[CH:43]=[CH:42][C:41]([C:44]2([CH3:70])[C:48]([C:50]3[CH:51]=[CH:52][C:53]([Cl:56])=[CH:54][CH:55]=3)([CH3:49])[NH:47][C:9]([C:8]3[CH:12]=[C:4]([CH:1]4[CH2:3][CH2:2]4)[CH:5]=[CH:6][C:7]=3[O:13][CH2:14][CH3:15])=[N:45]2)=[CH:40][CH:39]=1, predict the reactants needed to synthesize it. The reactants are: [CH:1]1([C:4]2[CH:5]=[CH:6][C:7]([O:13][CH2:14][CH3:15])=[C:8]([CH:12]=2)[C:9](Cl)=O)[CH2:3][CH2:2]1.BrC1C=CC(O)=C(C=1)C(O)=O.ICC.C1(B(O)O)CC1.[Cl-].[Cl:37][C:38]1[CH:43]=[CH:42][C:41]([C:44]2([CH3:70])[C:48]([C:50]3[CH:55]=[CH:54][C:53]([Cl:56])=[CH:52][CH:51]=3)([CH3:49])[NH:47]C(C3C=CC(C(C)(C)C)=CC=3OCC)=[N:45]2)=[CH:40][CH:39]=1. (3) Given the product [CH3:1][O:2][C:3]1[CH:8]=[CH:7][C:6]([C@@H:9]([NH:11][C:12](=[O:17])[CH:13]=[C:14]([NH2:22])[CH3:15])[CH3:10])=[CH:5][CH:4]=1, predict the reactants needed to synthesize it. The reactants are: [CH3:1][O:2][C:3]1[CH:8]=[CH:7][C:6]([C@@H:9]([NH:11][C:12](=[O:17])[CH2:13][C:14](=O)[CH3:15])[CH3:10])=[CH:5][CH:4]=1.C([O-])(=O)C.[NH4+:22]. (4) Given the product [CH3:18][C:12]1[CH:13]=[C:14]([CH3:17])[CH:15]=[CH:16][C:11]=1[C:8]1[N:7]=[C:6]([S:19][CH3:20])[N:5]=[C:4]2[C:9]=1[N:10]=[C:2]([CH3:27])[NH:3]2, predict the reactants needed to synthesize it. The reactants are: Cl[C:2]1[N:3](C2CCCCO2)[C:4]2[C:9]([N:10]=1)=[C:8]([C:11]1[CH:16]=[CH:15][C:14]([CH3:17])=[CH:13][C:12]=1[CH3:18])[N:7]=[C:6]([S:19][CH3:20])[N:5]=2.[CH3:27][Li]. (5) Given the product [N+:27]([C:16]1[CH:15]=[C:14]([N:1]2[CH2:6][CH2:5][NH:4][CH2:3][CH2:2]2)[CH:19]=[CH:18][C:17]=1[S:20][C:21]1[CH:22]=[CH:23][CH:24]=[CH:25][CH:26]=1)([O-:29])=[O:28], predict the reactants needed to synthesize it. The reactants are: [NH:1]1[CH2:6][CH2:5][NH:4][CH2:3][CH2:2]1.C(=O)([O-])[O-].[K+].[K+].F[C:14]1[CH:19]=[CH:18][C:17]([S:20][C:21]2[CH:26]=[CH:25][CH:24]=[CH:23][CH:22]=2)=[C:16]([N+:27]([O-:29])=[O:28])[CH:15]=1.O. (6) The reactants are: [NH2:1][C:2]1[N:7]=[CH:6][N:5]=[C:4]2[N:8]([CH:20]3[CH2:25][CH2:24][N:23](C([O:28][C:29]([CH3:32])(C)C)=O)[CH2:22][CH2:21]3)[N:9]=[C:10]([C:11]3[CH:16]=[CH:15][C:14]([NH2:17])=[C:13]([O:18][CH3:19])[CH:12]=3)[C:3]=12.[F:33][C:34]1[CH:42]=[C:41]([C:43]([F:46])([F:45])[F:44])[CH:40]=[CH:39][C:35]=1[C:36](Cl)=[O:37]. Given the product [C:29]([OH:37])(=[O:28])[CH3:32].[NH2:1][C:2]1[N:7]=[CH:6][N:5]=[C:4]2[N:8]([CH:20]3[CH2:21][CH2:22][NH:23][CH2:24][CH2:25]3)[N:9]=[C:10]([C:11]3[CH:16]=[CH:15][C:14]([NH:17][C:36](=[O:37])[C:35]4[CH:39]=[CH:40][C:41]([C:43]([F:44])([F:45])[F:46])=[CH:42][C:34]=4[F:33])=[C:13]([O:18][CH3:19])[CH:12]=3)[C:3]=12, predict the reactants needed to synthesize it. (7) Given the product [CH3:28][O:29][C:30]1[CH:35]=[CH:34][CH:33]=[CH:32][C:31]=1[N:36]1[CH2:41][CH2:40][N:39]([CH2:12][C@@H:13]2[O:27][C:17]3=[C:18]4[C:23](=[CH:24][CH:25]=[C:16]3[O:15][CH2:14]2)[N:22]=[C:21]([CH3:26])[CH:20]=[CH:19]4)[CH2:38][CH2:37]1, predict the reactants needed to synthesize it. The reactants are: BrC1C=CC(S(O[CH2:12][C@@H:13]2[O:27][C:17]3=[C:18]4[C:23](=[CH:24][CH:25]=[C:16]3[O:15][CH2:14]2)[N:22]=[C:21]([CH3:26])[CH:20]=[CH:19]4)(=O)=O)=CC=1.[CH3:28][O:29][C:30]1[CH:35]=[CH:34][CH:33]=[CH:32][C:31]=1[N:36]1[CH2:41][CH2:40][NH:39][CH2:38][CH2:37]1. (8) Given the product [F:1][C:2]1[CH:3]=[CH:4][C:5]([CH2:8][CH2:9][C:10]([O:12][CH3:13])=[O:11])=[CH:6][CH:7]=1, predict the reactants needed to synthesize it. The reactants are: [F:1][C:2]1[CH:7]=[CH:6][C:5]([CH2:8][CH2:9][C:10]([OH:12])=[O:11])=[CH:4][CH:3]=1.[CH3:13][Si](C=[N+]=[N-])(C)C. (9) Given the product [F:1][C:2]1[CH:27]=[C:26]([F:28])[CH:25]=[CH:24][C:3]=1[CH2:4][N:5]([CH2:16][C:17]1[CH:22]=[CH:21][C:20]([O:23][CH2:29][CH3:30])=[CH:19][CH:18]=1)[C:6]1[CH:11]=[CH:10][CH:9]=[C:8]([N+:12]([O-:14])=[O:13])[C:7]=1[CH3:15], predict the reactants needed to synthesize it. The reactants are: [F:1][C:2]1[CH:27]=[C:26]([F:28])[CH:25]=[CH:24][C:3]=1[CH2:4][N:5]([CH2:16][C:17]1[CH:22]=[CH:21][C:20]([OH:23])=[CH:19][CH:18]=1)[C:6]1[CH:11]=[CH:10][CH:9]=[C:8]([N+:12]([O-:14])=[O:13])[C:7]=1[CH3:15].[CH:29]1C=CC(P(C2C=CC=CC=2)C2C=CC=CC=2)=C[CH:30]=1.C(O)C.